This data is from Forward reaction prediction with 1.9M reactions from USPTO patents (1976-2016). The task is: Predict the product of the given reaction. (1) The product is: [CH3:1][N:2]([C:11]1[CH:12]=[N:13][CH:14]=[N:15][CH:16]=1)[C:3]1[CH:4]=[C:21]([CH:8]=[CH:9][CH:10]=1)[C:20]([OH:17])=[O:22]. Given the reactants [CH3:1][N:2]([C:11]1[CH:12]=[N:13][CH:14]=[N:15][CH:16]=1)[C:3]1[CH:4]=C([CH:8]=[CH:9][CH:10]=1)C#N.[OH-:17].[Na+].Cl.[CH2:20]([OH:22])[CH3:21], predict the reaction product. (2) Given the reactants [Br:1][C:2]1[CH:7]=[C:6]([F:8])[CH:5]=[CH:4][C:3]=1[CH:9]1[C:14]([C:15]([O:17][CH2:18][CH3:19])=[O:16])=[C:13]([CH3:20])[NH:12][C:11]([C:21]2[S:25][N:24]=[CH:23][N:22]=2)=[N:10]1.C1C(=O)N([Br:33])C(=O)C1, predict the reaction product. The product is: [Br:1][C:2]1[CH:7]=[C:6]([F:8])[CH:5]=[CH:4][C:3]=1[CH:9]1[C:14]([C:15]([O:17][CH2:18][CH3:19])=[O:16])=[C:13]([CH2:20][Br:33])[NH:12][C:11]([C:21]2[S:25][N:24]=[CH:23][N:22]=2)=[N:10]1. (3) The product is: [CH2:22]([N:6]([CH2:7][C:8]1[N:9]([CH2:29][CH:2]=[CH:3][CH2:4][N:31]2[CH2:36][CH2:35][CH2:34][CH2:33][CH2:32]2)[C:10]2[CH:16]=[CH:15][CH:14]=[CH:13][C:11]=2[N:12]=1)[C:4](=[O:5])[C:3]1[CH:26]=[CH:27][CH:28]=[C:29]([F:30])[C:2]=1[F:1])[CH2:23][CH2:24][CH3:25]. Given the reactants [F:1][C:2]1[C:29]([F:30])=[CH:28][CH:27]=[CH:26][C:3]=1[C:4]([N:6]([CH2:22][CH2:23][CH2:24][CH3:25])[CH:7](CC=CCCl)[C:8]1[NH:12][C:11]2[CH:13]=[CH:14][CH:15]=[CH:16][C:10]=2[N:9]=1)=[O:5].[NH:31]1[CH2:36][CH2:35][CH2:34][CH2:33][CH2:32]1, predict the reaction product.